Dataset: Reaction yield outcomes from USPTO patents with 853,638 reactions. Task: Predict the reaction yield, written as a fraction of the theoretical maximum amount of product (1.0 means a 100% yield; for example, 0.34 means a 34% yield). (1) The reactants are [CH2:1]([N:3]1[C:7]2=[N:8][C:9]([S:13][C:14]3[CH:19]=[CH:18][C:17]([F:20])=[CH:16][CH:15]=3)=[N:10][C:11](O)=[C:6]2[CH:5]=[N:4]1)[CH3:2].C(N1C=C2C(N=C(SC3C=CC(F)=CC=3)N=C2O)=N1)C.P(Cl)(Cl)([Cl:43])=O. No catalyst specified. The product is [Cl:43][C:11]1[N:10]=[C:9]([S:13][C:14]2[CH:19]=[CH:18][C:17]([F:20])=[CH:16][CH:15]=2)[N:8]=[C:7]2[N:3]([CH2:1][CH3:2])[N:4]=[CH:5][C:6]=12. The yield is 0.830. (2) The reactants are [CH:1]1([O:4][C:5]2[CH:6]=[C:7]([C:15]3[N:24]([CH2:25][O:26][CH2:27][CH2:28][Si:29]([CH3:32])([CH3:31])[CH3:30])[C:18]4[CH:19]=[N:20][NH:21][C:22](=[O:23])[C:17]=4[C:16]=3[CH:33]=O)[CH:8]=[CH:9][C:10]=2[O:11][CH:12]([F:14])[F:13])[CH2:3][CH2:2]1.O1CCCC1.[CH3:40][NH:41][CH3:42].C(O[BH-](OC(=O)C)OC(=O)C)(=O)C.[Na+]. The catalyst is O. The product is [CH:1]1([O:4][C:5]2[CH:6]=[C:7]([C:15]3[N:24]([CH2:25][O:26][CH2:27][CH2:28][Si:29]([CH3:32])([CH3:31])[CH3:30])[C:18]4[CH:19]=[N:20][NH:21][C:22](=[O:23])[C:17]=4[C:16]=3[CH2:33][N:41]([CH3:42])[CH3:40])[CH:8]=[CH:9][C:10]=2[O:11][CH:12]([F:13])[F:14])[CH2:2][CH2:3]1. The yield is 0.530. (3) The reactants are [CH2:1]([O:3][C:4](=[O:23])[CH2:5][CH:6]1[CH2:11][CH2:10][N:9]([C:12]2[C:17]([NH2:18])=[CH:16][CH:15]=[C:14]([S:19]([CH3:22])(=[O:21])=[O:20])[N:13]=2)[CH2:8][CH2:7]1)[CH3:2].C(N(CC)C(C)C)(C)C.[Cl:33][C:34]1[CH:35]=[C:36]([CH:40]=[CH:41][CH:42]=1)[C:37](Cl)=[O:38]. The catalyst is C(#N)C. The product is [CH2:1]([O:3][C:4](=[O:23])[CH2:5][CH:6]1[CH2:11][CH2:10][N:9]([C:12]2[C:17]([NH:18][C:37](=[O:38])[C:36]3[CH:40]=[CH:41][CH:42]=[C:34]([Cl:33])[CH:35]=3)=[CH:16][CH:15]=[C:14]([S:19]([CH3:22])(=[O:21])=[O:20])[N:13]=2)[CH2:8][CH2:7]1)[CH3:2]. The yield is 0.490. (4) The reactants are [C:1]1([CH:7]([N:13]2[CH2:18][CH2:17][N:16]([S:19]([C:22]3[CH:27]=[CH:26][C:25]([CH3:28])=[CH:24][CH:23]=3)(=[O:21])=[O:20])[CH2:15][CH2:14]2)[CH2:8][S:9][C:10](=O)[CH3:11])[CH:6]=[CH:5][CH:4]=[CH:3][CH:2]=1.C[O-].[Na+].[F:32][C:33]([F:47])([F:46])[C:34]1[CH:35]=C([CH:39]=[C:40]([C:42]([F:45])([F:44])[F:43])[CH:41]=1)CBr. The catalyst is CO. The product is [F:32][C:33]([F:46])([F:47])[C:34]1[CH:35]=[C:11]([CH:39]=[C:40]([C:42]([F:43])([F:44])[F:45])[CH:41]=1)[CH2:10][S:9][CH2:8][CH:7]([N:13]1[CH2:18][CH2:17][N:16]([S:19]([C:22]2[CH:27]=[CH:26][C:25]([CH3:28])=[CH:24][CH:23]=2)(=[O:21])=[O:20])[CH2:15][CH2:14]1)[C:1]1[CH:6]=[CH:5][CH:4]=[CH:3][CH:2]=1. The yield is 0.820. (5) The reactants are CC1(C)C(C)(C)OB([C:9]2[CH:10]=[C:11]([CH:14]=[O:15])[O:12][CH:13]=2)O1.Cl[C:18]1[C:19]2[CH:26]=[CH:25][NH:24][C:20]=2[N:21]=[CH:22][N:23]=1.P([O-])([O-])([O-])=O.[K+].[K+].[K+]. The catalyst is CN(C=O)C. The product is [N:21]1[C:20]2[NH:24][CH:25]=[CH:26][C:19]=2[C:18]([C:9]2[CH:10]=[C:11]([CH:14]=[O:15])[O:12][CH:13]=2)=[N:23][CH:22]=1. The yield is 0.870.